Dataset: Full USPTO retrosynthesis dataset with 1.9M reactions from patents (1976-2016). Task: Predict the reactants needed to synthesize the given product. (1) Given the product [C:18]([Si:21]([CH3:23])([CH3:22])[O:9][C:10]1[CH:11]=[CH:12][C:13]([OH:16])=[CH:14][CH:15]=1)([CH3:20])([CH3:19])[CH3:17], predict the reactants needed to synthesize it. The reactants are: C([O:9][C:10]1[CH:15]=[CH:14][C:13]([OH:16])=[CH:12][CH:11]=1)(=O)C1C=CC=CC=1.[CH3:17][C:18]([Si:21](Cl)([CH3:23])[CH3:22])([CH3:20])[CH3:19].N1C=CN=C1.[BH4-].[Na+]. (2) Given the product [C:33]([O:37][C:38]([N:12]1[CH2:13][CH2:14][CH:9]([C:7](=[O:8])[C:6]2[CH:5]=[CH:4][C:3]([F:2])=[CH:16][CH:15]=2)[CH2:10][CH2:11]1)=[O:39])([CH3:36])([CH3:35])[CH3:34], predict the reactants needed to synthesize it. The reactants are: Cl.[F:2][C:3]1[CH:16]=[CH:15][C:6]([C:7]([CH:9]2[CH2:14][CH2:13][NH:12][CH2:11][CH2:10]2)=[O:8])=[CH:5][CH:4]=1.C(N(CC)CC)C.CN(C1C=CC=CN=1)C.[C:33]([O:37][C:38](O[C:38]([O:37][C:33]([CH3:36])([CH3:35])[CH3:34])=[O:39])=[O:39])([CH3:36])([CH3:35])[CH3:34]. (3) Given the product [Br:1][C:2]1[C:3]([Cl:9])=[CH:4][C:5]([Cl:8])=[C:6]([S:15][C:20]2[N:24]([CH3:25])[N:23]=[C:22]([CH3:26])[C:21]=2[CH:27]=[O:28])[CH:7]=1, predict the reactants needed to synthesize it. The reactants are: [Br:1][C:2]1[CH:7]=[CH:6][C:5]([Cl:8])=[CH:4][C:3]=1[Cl:9].ClS(O)(=O)=O.[S:15](Cl)(Cl)=O.Cl[C:20]1[N:24]([CH3:25])[N:23]=[C:22]([CH3:26])[C:21]=1[CH:27]=[O:28].C(=O)([O-])[O-].[K+].[K+]. (4) The reactants are: [NH2:1][C:2]1[CH:3]=[N:4][C:5]([N:8]([CH3:10])[CH3:9])=[CH:6][CH:7]=1.[F:11][C:12]([F:34])([F:33])[C:13]1[CH:14]=[C:15]2[C:19](=[CH:20][CH:21]=1)[N:18]([CH2:22][C:23]1[CH:28]=[CH:27][CH:26]=[C:25]([F:29])[CH:24]=1)[C:17]([C:30](O)=[O:31])=[CH:16]2.Cl.CN(C)CCCN=C=NCC.O.ON1C2C=CC=CC=2N=N1. Given the product [CH3:9][N:8]([CH3:10])[C:5]1[N:4]=[CH:3][C:2]([NH:1][C:30]([C:17]2[N:18]([CH2:22][C:23]3[CH:28]=[CH:27][CH:26]=[C:25]([F:29])[CH:24]=3)[C:19]3[C:15]([CH:16]=2)=[CH:14][C:13]([C:12]([F:33])([F:11])[F:34])=[CH:21][CH:20]=3)=[O:31])=[CH:7][CH:6]=1, predict the reactants needed to synthesize it. (5) Given the product [C:1]([C:5]1[CH:6]=[C:7]([CH:8]([OH:9])[C:20]#[CH:21])[CH:10]=[CH:11][C:12]=1[N:13]([CH2:18][CH3:19])[CH2:14][CH:15]([CH3:16])[CH3:17])([CH3:4])([CH3:3])[CH3:2], predict the reactants needed to synthesize it. The reactants are: [C:1]([C:5]1[CH:6]=[C:7]([CH:10]=[CH:11][C:12]=1[N:13]([CH2:18][CH3:19])[CH2:14][CH:15]([CH3:17])[CH3:16])[CH:8]=[O:9])([CH3:4])([CH3:3])[CH3:2].[C:20]([Mg]Br)#[CH:21]. (6) Given the product [CH3:54][C@:55]12[C@@:72]3([CH3:73])[C@@H:63]([C@:64]4([CH3:84])[C@@H:69]([CH2:70][CH2:71]3)[C:68]([CH3:74])([CH3:75])[C:67]([CH:76]=[CH:77][CH:78]=[CH:79][C:80]([OH:82])=[O:81])=[CH:66][CH2:65]4)[CH2:62][CH2:61][C@@H:60]1[C@H:59]1[C@H:85]([C:88]([CH3:90])=[CH2:89])[CH2:86][CH2:87][C@:58]1([NH:91][CH2:92][CH2:93][N:94]1[CH2:95][CH2:96][CH:97]([S:100]([CH3:103])(=[O:101])=[O:102])[CH2:98][CH2:99]1)[CH2:57][CH2:56]2, predict the reactants needed to synthesize it. The reactants are: FC1(C(O)=O)CCC(=CC2C(C)(C)[C@H]3[C@](C)(CC=2)[C@@H]2[C@](C)([C@@]4(C)[C@H](CC2)[C@H]2[C@H](C(C)=C)CC[C@]2(NCCN2CCC(S(C)(=O)=O)CC2)CC4)CC3)CC1.[CH3:54][C@:55]12[C@@:72]3([CH3:73])[C@@H:63]([C@:64]4([CH3:84])[C@@H:69]([CH2:70][CH2:71]3)[C:68]([CH3:75])([CH3:74])[C:67]([CH:76]=[CH:77][CH:78]=[CH:79][C:80]([O:82]C)=[O:81])=[CH:66][CH2:65]4)[CH2:62][CH2:61][C@@H:60]1[C@H:59]1[C@H:85]([C:88]([CH3:90])=[CH2:89])[CH2:86][CH2:87][C@:58]1([NH:91][CH2:92][CH2:93][N:94]1[CH2:99][CH2:98][CH:97]([S:100]([CH3:103])(=[O:102])=[O:101])[CH2:96][CH2:95]1)[CH2:57][CH2:56]2. (7) Given the product [F:16][C:17]1[CH:24]=[CH:23][C:20]([CH:21]=[C:3]2[C:2](=[O:1])[C:11]3[C:6](=[CH:7][C:8]([C:12]([O:14][CH3:15])=[O:13])=[CH:9][CH:10]=3)[O:5][CH2:4]2)=[CH:19][CH:18]=1, predict the reactants needed to synthesize it. The reactants are: [O:1]=[C:2]1[C:11]2[C:6](=[CH:7][C:8]([C:12]([O:14][CH3:15])=[O:13])=[CH:9][CH:10]=2)[O:5][CH2:4][CH2:3]1.[F:16][C:17]1[CH:24]=[CH:23][C:20]([CH:21]=O)=[CH:19][CH:18]=1.Cl.O1CCOCC1.